The task is: Regression. Given two drug SMILES strings and cell line genomic features, predict the synergy score measuring deviation from expected non-interaction effect.. This data is from NCI-60 drug combinations with 297,098 pairs across 59 cell lines. Drug 1: C1CNP(=O)(OC1)N(CCCl)CCCl. Drug 2: CC(C)CN1C=NC2=C1C3=CC=CC=C3N=C2N. Cell line: ACHN. Synergy scores: CSS=-8.21, Synergy_ZIP=3.78, Synergy_Bliss=-0.0890, Synergy_Loewe=-9.87, Synergy_HSA=-11.5.